From a dataset of Peptide-MHC class I binding affinity with 185,985 pairs from IEDB/IMGT. Regression. Given a peptide amino acid sequence and an MHC pseudo amino acid sequence, predict their binding affinity value. This is MHC class I binding data. (1) The peptide sequence is FLKEQGGL. The binding affinity (normalized) is 0. The MHC is HLA-B18:01 with pseudo-sequence HLA-B18:01. (2) The peptide sequence is RRWIAPHPL. The MHC is HLA-B73:01 with pseudo-sequence HLA-B73:01. The binding affinity (normalized) is 0.262. (3) The peptide sequence is LATLKDMWK. The MHC is HLA-B48:01 with pseudo-sequence HLA-B48:01. The binding affinity (normalized) is 0.0847. (4) The peptide sequence is EVADRVIFM. The MHC is HLA-B15:17 with pseudo-sequence HLA-B15:17. The binding affinity (normalized) is 0.0847. (5) The peptide sequence is YPQLSAIAL. The MHC is HLA-B15:01 with pseudo-sequence HLA-B15:01. The binding affinity (normalized) is 0.0847. (6) The peptide sequence is DVIKSISSI. The MHC is HLA-A02:03 with pseudo-sequence HLA-A02:03. The binding affinity (normalized) is 0.175. (7) The peptide sequence is CGDGRRRVY. The MHC is HLA-A26:01 with pseudo-sequence HLA-A26:01. The binding affinity (normalized) is 0. (8) The peptide sequence is VVRRRGRSPR. The MHC is Patr-A0301 with pseudo-sequence Patr-A0301. The binding affinity (normalized) is 0.0100. (9) The peptide sequence is YSLGQGPVW. The MHC is HLA-B58:01 with pseudo-sequence HLA-B58:01. The binding affinity (normalized) is 0.903.